From a dataset of Full USPTO retrosynthesis dataset with 1.9M reactions from patents (1976-2016). Predict the reactants needed to synthesize the given product. (1) Given the product [CH:1]([C:4]1[CH:9]=[CH:8][CH:7]=[CH:6][C:5]=1[O:10][CH:31]1[CH2:30][CH2:29][CH2:28][CH2:33][O:32]1)([CH3:3])[CH3:2], predict the reactants needed to synthesize it. The reactants are: [CH:1]([C:4]1[CH:9]=[CH:8][CH:7]=[CH:6][C:5]=1[OH:10])([CH3:3])[CH3:2].C1(C)C=CC(S([O-])(=O)=O)=CC=1.[NH+]1C=CC=CC=1.[CH2:28]1[CH2:33][O:32][CH:31]=[CH:30][CH2:29]1. (2) Given the product [C:11]([O:15][C:16]([N:18]1[CH:22]=[C:21]([C:2]2[C:3]3[S:9][CH:8]=[C:7]([Br:10])[C:4]=3[S:5][CH:6]=2)[N:20]=[C:19]1[C@@H:36]1[CH2:40][CH2:39][CH2:38][N:37]1[C:41]([O:43][C:44]([CH3:47])([CH3:46])[CH3:45])=[O:42])=[O:17])([CH3:14])([CH3:13])[CH3:12], predict the reactants needed to synthesize it. The reactants are: Br[C:2]1[C:3]2[S:9][CH:8]=[C:7]([Br:10])[C:4]=2[S:5][CH:6]=1.[C:11]([O:15][C:16]([N:18]1[C:22]([Sn](CCCC)(CCCC)CCCC)=[CH:21][N:20]=[C:19]1[C@@H:36]1[CH2:40][CH2:39][CH2:38][N:37]1[C:41]([O:43][C:44]([CH3:47])([CH3:46])[CH3:45])=[O:42])=[O:17])([CH3:14])([CH3:13])[CH3:12].C(OC(N1CCC[C@H]1C1NC(C2SC3C=C(C4C=CC(C5NC([C@@H]6CCCN6C(=O)[C@@H](NC(OC)=O)C(C)C)=NC=5)=CC=4)SC=3C=2)=CN=1)=O)(C)(C)C. (3) Given the product [CH:20]1([CH2:19][O:18][C:3]2[C:2]([C:29]3[CH:28]=[CH:27][C:26]([O:25][C:24]([F:23])([F:35])[F:36])=[CH:31][CH:30]=3)=[CH:17][C:6]([C:7]([NH:9][C@@H:10]3[CH2:15][CH2:14][CH2:13][CH2:12][C@H:11]3[OH:16])=[O:8])=[CH:5][N:4]=2)[CH2:22][CH2:21]1, predict the reactants needed to synthesize it. The reactants are: Br[C:2]1[C:3]([O:18][CH2:19][CH:20]2[CH2:22][CH2:21]2)=[N:4][CH:5]=[C:6]([CH:17]=1)[C:7]([NH:9][C@@H:10]1[CH2:15][CH2:14][CH2:13][CH2:12][C@H:11]1[OH:16])=[O:8].[F:23][C:24]([F:36])([F:35])[O:25][C:26]1[CH:31]=[CH:30][C:29](B(O)O)=[CH:28][CH:27]=1. (4) The reactants are: [CH2:1]1COC[CH2:2]1.C([Mg]Br)C.[C:10]1([CH2:16][N:17]2[CH2:21][CH2:20][CH2:19][C@H:18]2[C:22]([N:24]2[CH2:28][CH2:27][CH2:26][CH2:25]2)=O)[CH:15]=[CH:14][CH:13]=[CH:12][CH:11]=1. Given the product [C:10]1([CH2:16][N:17]2[CH2:21][CH2:20][CH2:19][C@H:18]2[C:22]2([N:24]3[CH2:28][CH2:27][CH2:26][CH2:25]3)[CH2:2][CH2:1]2)[CH:15]=[CH:14][CH:13]=[CH:12][CH:11]=1, predict the reactants needed to synthesize it. (5) Given the product [Cl:22][C:13]([Cl:12])([Cl:21])[C:14]([C:16]1[NH:17][CH:18]=[C:19]([C:9](=[O:10])[CH2:8][C:4]2[CH:5]=[CH:6][CH:7]=[C:2]([Cl:1])[CH:3]=2)[CH:20]=1)=[O:15], predict the reactants needed to synthesize it. The reactants are: [Cl:1][C:2]1[CH:3]=[C:4]([CH2:8][C:9](Cl)=[O:10])[CH:5]=[CH:6][CH:7]=1.[Cl:12][C:13]([Cl:22])([Cl:21])[C:14]([C:16]1[NH:17][CH:18]=[CH:19][CH:20]=1)=[O:15].[Cl-].[Cl-].[Cl-].[Al+3]. (6) Given the product [Cl:29][C:4]1[CH:3]=[C:2]([C:34]2[CH:33]=[N:32][N:31]([CH3:30])[CH:35]=2)[CH:28]=[CH:27][C:5]=1[CH2:6][N:7]1[C:15](=[O:16])[C:14]2[C:9](=[CH:10][CH:11]=[CH:12][C:13]=2[O:17][C:18]2[C:25]([F:26])=[CH:24][CH:23]=[CH:22][C:19]=2[C:20]#[N:21])[CH2:8]1, predict the reactants needed to synthesize it. The reactants are: Br[C:2]1[CH:28]=[CH:27][C:5]([CH2:6][N:7]2[C:15](=[O:16])[C:14]3[C:9](=[CH:10][CH:11]=[CH:12][C:13]=3[O:17][C:18]3[C:25]([F:26])=[CH:24][CH:23]=[CH:22][C:19]=3[C:20]#[N:21])[CH2:8]2)=[C:4]([Cl:29])[CH:3]=1.[CH3:30][N:31]1[CH:35]=[C:34](B2OC(C)(C)C(C)(C)O2)[CH:33]=[N:32]1.C(=O)([O-])[O-].[Na+].[Na+]. (7) Given the product [ClH:43].[Cl:43][C:33]1[CH:32]=[C:31]([CH2:30][O:29][C:25]2[CH:24]=[C:23]3[C:28](=[CH:27][CH:26]=2)[N:20]([C:18](=[O:19])[CH2:17][NH:16][CH2:15][CH2:14][C:13]([OH:51])=[O:12])[CH2:21][CH2:22]3)[CH:36]=[CH:35][C:34]=1[C:37]1[CH:38]=[CH:39][CH:40]=[CH:41][CH:42]=1, predict the reactants needed to synthesize it. The reactants are: Cl.O1CCOCC1.C([O:12][C:13](=[O:51])[CH2:14][CH2:15][N:16](C(OC(C)(C)C)=O)[CH2:17][C:18]([N:20]1[C:28]2[C:23](=[CH:24][C:25]([O:29][CH2:30][C:31]3[CH:36]=[CH:35][C:34]([C:37]4[CH:42]=[CH:41][CH:40]=[CH:39][CH:38]=4)=[C:33]([Cl:43])[CH:32]=3)=[CH:26][CH:27]=2)[CH2:22][CH2:21]1)=[O:19])(C)(C)C. (8) Given the product [CH3:1][C:2]1[CH:3]=[CH:4][C:5]2[C:22](=[CH:21][C:20]3[C:7]([CH:6]=2)=[CH:8][C:9]2[C:18](=[CH:17][C:16]4[C:11]([CH:10]=2)=[CH:12][C:13]([CH3:25])=[CH:14][CH:15]=4)[CH:19]=3)[CH:23]=1, predict the reactants needed to synthesize it. The reactants are: [CH3:1][C:2]1[CH:3]=[CH:4][C:5]2[CH2:6][C:7]3[C:20]([C:21](=O)[C:22]=2[CH:23]=1)=[CH:19][C:18]1[CH2:17][C:16]2[C:11](=[CH:12][C:13]([CH3:25])=[CH:14][CH:15]=2)[C:10](=O)[C:9]=1[CH:8]=3. (9) Given the product [CH3:18][C:16]1[CH2:15][CH2:14][C@@H:2]([C:1]([O:5][C@H:6]2[C:10]([CH3:12])([CH3:11])[CH2:9][O:8][C:7]2=[O:13])=[O:4])[CH2:3][CH:17]=1, predict the reactants needed to synthesize it. The reactants are: [C:1]([O:5][C@H:6]1[C:10]([CH3:12])([CH3:11])[CH2:9][O:8][C:7]1=[O:13])(=[O:4])[CH:2]=[CH2:3].[CH2:14]=[CH:15][C:16](=[CH2:18])[CH3:17]. (10) Given the product [F:30][C:27]([F:28])([F:29])[O:26][C:23]1[CH:24]=[CH:25][C:20]([N:17]2[CH2:18][CH2:19][N:14]([C:11]3[CH:12]=[CH:13][C:8]([OH:7])=[CH:9][CH:10]=3)[CH2:15][CH2:16]2)=[CH:21][CH:22]=1, predict the reactants needed to synthesize it. The reactants are: O1CCCCC1[O:7][C:8]1[CH:13]=[CH:12][C:11]([N:14]2[CH2:19][CH2:18][N:17]([C:20]3[CH:25]=[CH:24][C:23]([O:26][C:27]([F:30])([F:29])[F:28])=[CH:22][CH:21]=3)[CH2:16][CH2:15]2)=[CH:10][CH:9]=1.C1(C)C=CC(S([O-])(=O)=O)=CC=1.[NH+]1C=CC=CC=1.